Dataset: Full USPTO retrosynthesis dataset with 1.9M reactions from patents (1976-2016). Task: Predict the reactants needed to synthesize the given product. (1) The reactants are: [CH2:1]([O:8][C:9]([N:11]1[CH2:16][CH2:15][NH:14][C:13](=[O:17])[CH2:12]1)=[O:10])[C:2]1[CH:7]=[CH:6][CH:5]=[CH:4][CH:3]=1.[I-].[H-].[Na+].Br[CH2:22][C:23]1[CH:32]=[C:31]2[C:26]([C:27]([Cl:33])=[CH:28][CH:29]=[N:30]2)=[CH:25][CH:24]=1. Given the product [CH2:1]([O:8][C:9]([N:11]1[CH2:16][CH2:15][N:14]([CH2:22][C:23]2[CH:32]=[C:31]3[C:26]([C:27]([Cl:33])=[CH:28][CH:29]=[N:30]3)=[CH:25][CH:24]=2)[C:13](=[O:17])[CH2:12]1)=[O:10])[C:2]1[CH:3]=[CH:4][CH:5]=[CH:6][CH:7]=1, predict the reactants needed to synthesize it. (2) Given the product [F:39][CH:2]([F:1])[C:3]1[CH:4]=[CH:5][C:6]([C:9]([F:38])([F:37])[CH2:10][N:11]2[CH2:12][CH2:13][CH:14]([NH:17][C:18]3[C:19]4[CH:26]=[CH:25][NH:24][C:20]=4[N:21]=[CH:22][N:23]=3)[CH2:15][CH2:16]2)=[N:7][CH:8]=1, predict the reactants needed to synthesize it. The reactants are: [F:1][CH:2]([F:39])[C:3]1[CH:4]=[CH:5][C:6]([C:9]([F:38])([F:37])[CH2:10][N:11]2[CH2:16][CH2:15][CH:14]([NH:17][C:18]3[C:19]4[CH:26]=[CH:25][N:24](S(C5C=CC(C)=CC=5)(=O)=O)[C:20]=4[N:21]=[CH:22][N:23]=3)[CH2:13][CH2:12]2)=[N:7][CH:8]=1.[OH-].[Na+]. (3) Given the product [Cl:19][C:16]1[CH:17]=[CH:18][C:11]([C:6]2[C:5]3[N:4]([N:3]=[C:2]([NH:1][C:22]4[CH:27]=[CH:26][C:25]([N:28]5[CH:32]=[C:31]([CH3:33])[N:30]=[CH:29]5)=[C:24]([O:34][CH3:35])[CH:23]=4)[N:20]=3)[CH:9]=[C:8]([CH3:10])[CH:7]=2)=[C:12]([CH:15]=1)[CH:13]=[O:14], predict the reactants needed to synthesize it. The reactants are: [NH2:1][C:2]1[N:20]=[C:5]2[C:6]([C:11]3[CH:18]=[CH:17][C:16]([Cl:19])=[CH:15][C:12]=3[CH:13]=[O:14])=[CH:7][C:8]([CH3:10])=[CH:9][N:4]2[N:3]=1.Br[C:22]1[CH:27]=[CH:26][C:25]([N:28]2[CH:32]=[C:31]([CH3:33])[N:30]=[CH:29]2)=[C:24]([O:34][CH3:35])[CH:23]=1.C(Cl)Cl. (4) Given the product [Cl:1][C:2]1[C:11]2[C:6]3[C:5]([CH2:23][CH2:24][N:12]([CH:13]4[CH2:22][CH2:21][C:16]5([O:20][CH2:19][CH2:18][O:17]5)[CH2:15][CH2:14]4)[C:7]=3[CH:8]=[CH:9][CH:10]=2)=[CH:4][N:3]=1, predict the reactants needed to synthesize it. The reactants are: [Cl:1][C:2]1[C:11]2[C:6](=[C:7]([NH:12][CH:13]3[CH2:22][CH2:21][C:16]4([O:20][CH2:19][CH2:18][O:17]4)[CH2:15][CH2:14]3)[CH:8]=[CH:9][CH:10]=2)[C:5]([CH:23]=[CH2:24])=[CH:4][N:3]=1.CC(C)([O-])C.[K+].C1(C)C=CC=CC=1.O.C(O)(=O)CC(CC(O)=O)(C(O)=O)O. (5) Given the product [NH2:28][C:24]1[N:25]=[C:26]([CH3:27])[C:21]([CH2:20][C:17]2[CH:18]=[CH:19][C:14]([OH:13])=[CH:15][C:16]=2[O:42][CH3:43])=[C:22]([NH:49][CH2:44][CH2:45][CH2:46][CH2:47][CH3:48])[N:23]=1, predict the reactants needed to synthesize it. The reactants are: CC1C=C(C)C=C(C)C=1S([O:13][C:14]1[CH:19]=[CH:18][C:17]([CH2:20][C:21]2[C:22](OS(C3C(C)=CC(C)=CC=3C)(=O)=O)=[N:23][C:24]([NH2:28])=[N:25][C:26]=2[CH3:27])=[C:16]([O:42][CH3:43])[CH:15]=1)(=O)=O.[CH2:44]([NH2:49])[CH2:45][CH2:46][CH2:47][CH3:48]. (6) Given the product [OH:49][CH:42]([C:43]1[CH:48]=[CH:47][CH:46]=[CH:45][CH:44]=1)[C:9]1[C:10]2[C:15](=[O:16])[N:14]([CH2:17][CH2:18][CH2:19][O:20][CH:21]3[CH2:26][CH2:25][CH2:24][CH2:23][O:22]3)[C:13](=[O:27])[N:12]([CH3:28])[C:11]=2[N:29]=[CH:30][C:8]=1[O:7][C:6]1[CH:31]=[CH:32][CH:33]=[C:4]([CH:1]([CH3:3])[CH3:2])[CH:5]=1, predict the reactants needed to synthesize it. The reactants are: [CH:1]([C:4]1[CH:5]=[C:6]([CH:31]=[CH:32][CH:33]=1)[O:7][C:8]1[CH:30]=[N:29][C:11]2[N:12]([CH3:28])[C:13](=[O:27])[N:14]([CH2:17][CH2:18][CH2:19][O:20][CH:21]3[CH2:26][CH2:25][CH2:24][CH2:23][O:22]3)[C:15](=[O:16])[C:10]=2[CH:9]=1)([CH3:3])[CH3:2].[Li+].CC([N-]C(C)C)C.[CH:42](=[O:49])[C:43]1[CH:48]=[CH:47][CH:46]=[CH:45][CH:44]=1. (7) Given the product [C:29]([N:3]1[C:4]2[C:9](=[CH:8][C:7]([N:19]3[CH:23]=[C:22]([C:24]([O:26][CH2:27][CH3:28])=[O:25])[N:21]=[CH:20]3)=[CH:6][CH:5]=2)[C@H:10]([NH:12][C:13]([O:15][CH:16]([CH3:17])[CH3:18])=[O:14])[CH2:11][C@@H:2]1[CH3:1])(=[O:31])[CH3:30], predict the reactants needed to synthesize it. The reactants are: [CH3:1][C@H:2]1[CH2:11][C@@H:10]([NH:12][C:13]([O:15][CH:16]([CH3:18])[CH3:17])=[O:14])[C:9]2[C:4](=[CH:5][CH:6]=[C:7]([N:19]3[CH:23]=[C:22]([C:24]([O:26][CH2:27][CH3:28])=[O:25])[N:21]=[CH:20]3)[CH:8]=2)[NH:3]1.[C:29](OC(=O)C)(=[O:31])[CH3:30]. (8) Given the product [CH:4]1([CH2:1][C:2]#[C:3][C:21]#[N:22])[CH2:8][CH2:7][CH2:6][CH2:5]1, predict the reactants needed to synthesize it. The reactants are: [CH2:1]([CH:4]1[CH2:8][CH2:7][CH2:6][CH2:5]1)[C:2]#[CH:3].[Li]CCCC.C1(O[C:21]#[N:22])C=CC=CC=1. (9) Given the product [Si:18]([O:25][CH2:26][CH2:27][C@@H:28]1[CH2:40][C:39]2[C:38]3[C:37]([O:1][CH:2]4[CH2:7][CH2:6][CH:5]([NH:8][C:9](=[O:15])[O:10][C:11]([CH3:12])([CH3:14])[CH3:13])[CH2:4][CH2:3]4)=[N:36][CH:35]=[N:34][C:33]=3[S:32][C:31]=2[CH2:30][CH2:29]1)([C:21]([CH3:24])([CH3:22])[CH3:23])([CH3:19])[CH3:20], predict the reactants needed to synthesize it. The reactants are: [OH:1][CH:2]1[CH2:7][CH2:6][CH:5]([NH:8][C:9](=[O:15])[O:10][C:11]([CH3:14])([CH3:13])[CH3:12])[CH2:4][CH2:3]1.[H-].[Na+].[Si:18]([O:25][CH2:26][CH2:27][C@@H:28]1[CH2:40][C:39]2[C:38]3[C:37](Cl)=[N:36][CH:35]=[N:34][C:33]=3[S:32][C:31]=2[CH2:30][CH2:29]1)([C:21]([CH3:24])([CH3:23])[CH3:22])([CH3:20])[CH3:19]. (10) The reactants are: [NH2:1][C:2]1[C:7]([Cl:8])=[CH:6][C:5]([I:9])=[CH:4][N:3]=1.Br[CH2:11][C:12](=O)[C:13]([O:15]CC)=[O:14].O.[OH-].[Na+]. Given the product [Cl:8][C:7]1[C:2]2[N:3]([CH:11]=[C:12]([C:13]([OH:15])=[O:14])[N:1]=2)[CH:4]=[C:5]([I:9])[CH:6]=1, predict the reactants needed to synthesize it.